This data is from Reaction yield outcomes from USPTO patents with 853,638 reactions. The task is: Predict the reaction yield, written as a fraction of the theoretical maximum amount of product (1.0 means a 100% yield; for example, 0.34 means a 34% yield). The reactants are [OH-].[K+].[N+:3]([C:6]1[CH:7]=[N:8][NH:9][CH:10]=1)([O-:5])=[O:4].Br[CH2:12][C:13]([OH:15])=[O:14]. The catalyst is O.CC(C)=O. The product is [N+:3]([C:6]1[CH:7]=[N:8][N:9]([CH2:12][C:13]([OH:15])=[O:14])[CH:10]=1)([O-:5])=[O:4]. The yield is 0.880.